Dataset: Peptide-MHC class II binding affinity with 134,281 pairs from IEDB. Task: Regression. Given a peptide amino acid sequence and an MHC pseudo amino acid sequence, predict their binding affinity value. This is MHC class II binding data. (1) The peptide sequence is HPQQFIYAGSLSALL. The MHC is DRB1_1602 with pseudo-sequence DRB1_1602. The binding affinity (normalized) is 0.431. (2) The peptide sequence is EKKYFAATQFHPLAA. The MHC is HLA-DQA10501-DQB10201 with pseudo-sequence HLA-DQA10501-DQB10201. The binding affinity (normalized) is 0.208. (3) The peptide sequence is FPTIPLSRLFDNAML. The MHC is DRB1_1302 with pseudo-sequence DRB1_1302. The binding affinity (normalized) is 0.175. (4) The MHC is HLA-DQA10501-DQB10201 with pseudo-sequence HLA-DQA10501-DQB10201. The binding affinity (normalized) is 0.493. The peptide sequence is LVKYVNGDGDVVAVDIKEKG. (5) The peptide sequence is VHFQPLPPAVVKLSDALIAT. The MHC is DRB1_0401 with pseudo-sequence DRB1_0401. The binding affinity (normalized) is 0.105.